The task is: Predict the reactants needed to synthesize the given product.. This data is from Full USPTO retrosynthesis dataset with 1.9M reactions from patents (1976-2016). Given the product [CH2:1]([NH:3][CH2:9][C:5]1[NH:4][CH:8]=[CH:7][N:6]=1)[CH3:2], predict the reactants needed to synthesize it. The reactants are: [CH2:1]([NH2:3])[CH3:2].[NH:4]1[CH:8]=[CH:7][N:6]=[C:5]1[CH:9]=O.